This data is from Reaction yield outcomes from USPTO patents with 853,638 reactions. The task is: Predict the reaction yield, written as a fraction of the theoretical maximum amount of product (1.0 means a 100% yield; for example, 0.34 means a 34% yield). (1) The reactants are [CH3:1][O:2][C:3]([C:5]1[S:9][C:8]2[CH:10]=[C:11](Cl)[CH:12]=[CH:13][C:7]=2[C:6]=1[O:15][CH2:16][C:17]([O:19][C:20]([CH3:23])([CH3:22])[CH3:21])=[O:18])=[O:4].[F-].[K+]. The catalyst is CC([O-])=O.CC([O-])=O.[Pd+2].C1(P(C2CCCCC2)C2C=CC=CC=2C2C=CC=CC=2)CCCCC1.C1COCC1. The product is [CH3:1][O:2][C:3]([C:5]1[S:9][C:8]2[CH:10]=[C:11]([CH2:6][C:7]3[CH:13]=[CH:12][CH:11]=[CH:10][CH:8]=3)[CH:12]=[CH:13][C:7]=2[C:6]=1[O:15][CH2:16][C:17]([O:19][C:20]([CH3:23])([CH3:22])[CH3:21])=[O:18])=[O:4]. The yield is 0.910. (2) The reactants are [CH:1]([C:3]1[O:7][CH:6]=[C:5](B2OC(C)(C)C(C)(C)O2)[CH:4]=1)=[O:2].P(OCC)(OCC)(O[CH2:20][C:21]1[CH:26]=[CH:25][CH:24]=[CH:23][CH:22]=1)=O.C(C1OC(C=O)=CC=1)C1C=CC=CC=1. The catalyst is CC#N.C(O)(C)C.CC([O-])=O.CC([O-])=O.[Pd+2]. The product is [CH2:20]([C:5]1[CH:4]=[C:3]([CH:1]=[O:2])[O:7][CH:6]=1)[C:21]1[CH:26]=[CH:25][CH:24]=[CH:23][CH:22]=1. The yield is 0.410. (3) The product is [Br:13][C:14]1[CH:15]=[C:16]([C:2]2[N:7]=[C:6]([C:8]([O:10][CH2:11][CH3:12])=[O:9])[CH:5]=[CH:4][CH:3]=2)[C:17]2[O:21][CH2:20][CH2:19][C:18]=2[CH:22]=1. No catalyst specified. The yield is 0.570. The reactants are Br[C:2]1[N:7]=[C:6]([C:8]([O:10][CH2:11][CH3:12])=[O:9])[CH:5]=[CH:4][CH:3]=1.[Br:13][C:14]1[CH:15]=[C:16](B(O)O)[C:17]2[O:21][CH2:20][CH2:19][C:18]=2[CH:22]=1. (4) The reactants are [CH3:1][C:2]1[CH:7]=[CH:6][C:5]([S:8]([O:11][CH2:12][CH:13]2[CH2:17][C:16]3[CH:18]=[CH:19][CH:20]=[C:21]([OH:22])[C:15]=3[O:14]2)(=[O:10])=[O:9])=[CH:4][CH:3]=1.C(N(C(C)C)CC)(C)C.[F:32][C:33]([F:46])([F:45])[S:34](O[S:34]([C:33]([F:46])([F:45])[F:32])(=[O:36])=[O:35])(=[O:36])=[O:35].CC1C=CC(S(OCC2CC3C=CC(C4C=CC=CC=4)=CC=3O2)(=O)=O)=CC=1. No catalyst specified. The product is [CH3:1][C:2]1[CH:3]=[CH:4][C:5]([S:8]([O:11][CH2:12][CH:13]2[CH2:17][C:16]3[CH:18]=[CH:19][CH:20]=[C:21]([O:22][S:34]([C:33]([F:46])([F:45])[F:32])(=[O:36])=[O:35])[C:15]=3[O:14]2)(=[O:10])=[O:9])=[CH:6][CH:7]=1. The yield is 0.740.